Predict the reactants needed to synthesize the given product. From a dataset of Full USPTO retrosynthesis dataset with 1.9M reactions from patents (1976-2016). (1) Given the product [CH3:20][C@@H:19]1[CH2:18][CH2:17][CH2:16][N:15]([C:21]([C:23]2[C:28]([C:29]3[N:30]=[CH:31][CH:32]=[CH:33][N:34]=3)=[CH:27][CH:26]=[CH:25][C:24]=2[CH3:35])=[O:22])[C@@H:14]1[CH2:13][NH:12][C:37]1[CH:42]=[CH:41][C:40]([C:43]([F:46])([F:45])[F:44])=[CH:39][N:38]=1, predict the reactants needed to synthesize it. The reactants are: IC1C=CC=C(C)C=1C(O)=O.[NH2:12][CH2:13][C@@H:14]1[C@H:19]([CH3:20])[CH2:18][CH2:17][CH2:16][N:15]1[C:21]([C:23]1[C:28]([C:29]2[N:34]=[CH:33][CH:32]=[CH:31][N:30]=2)=[CH:27][CH:26]=[CH:25][C:24]=1[CH3:35])=[O:22].F[C:37]1[CH:42]=[CH:41][C:40]([C:43]([F:46])([F:45])[F:44])=[CH:39][N:38]=1. (2) Given the product [OH:6][C@@:7]([C:40]1[CH:41]=[C:42]2[C:47](=[CH:48][CH:49]=1)[CH:46]=[C:45]([C:50]([NH:52][CH3:53])=[O:51])[CH:44]=[CH:43]2)([C:16]1[N:17]=[CH:18][N:19]([C:21]([C:28]2[CH:33]=[CH:32][CH:31]=[CH:30][CH:29]=2)([C:34]2[CH:35]=[CH:36][CH:37]=[CH:38][CH:39]=2)[C:22]2[CH:27]=[CH:26][CH:25]=[CH:24][CH:23]=2)[CH:20]=1)[CH2:8][CH2:9][OH:10], predict the reactants needed to synthesize it. The reactants are: [BH4-].[Na+].[Cl-].[Ca+2].[Cl-].[OH:6][C@@:7]([C:40]1[CH:49]=[CH:48][C:47]2[C:42](=[CH:43][CH:44]=[C:45]([C:50]([NH:52][CH3:53])=[O:51])[CH:46]=2)[CH:41]=1)([C:16]1[N:17]=[CH:18][N:19]([C:21]([C:34]2[CH:39]=[CH:38][CH:37]=[CH:36][CH:35]=2)([C:28]2[CH:33]=[CH:32][CH:31]=[CH:30][CH:29]=2)[C:22]2[CH:27]=[CH:26][CH:25]=[CH:24][CH:23]=2)[CH:20]=1)[CH2:8][C:9](OC(C)(C)C)=[O:10].Cl. (3) Given the product [OH:1][C:2]1([C:14]2[CH:19]=[CH:18][CH:17]=[CH:16][CH:15]=2)[CH2:6][CH2:5][N:4]([C:7]([O:9][C:10]([CH3:13])([CH3:12])[CH3:11])=[O:8])[CH2:3]1, predict the reactants needed to synthesize it. The reactants are: [O:1]=[C:2]1[CH2:6][CH2:5][N:4]([C:7]([O:9][C:10]([CH3:13])([CH3:12])[CH3:11])=[O:8])[CH2:3]1.[C:14]1([Mg]Br)[CH:19]=[CH:18][CH:17]=[CH:16][CH:15]=1.[NH4+].[Cl-]. (4) Given the product [F:1][C:2]12[CH2:7][C:5]([C:8]([OH:10])=[O:9])([CH2:6]1)[NH:4][CH2:3]2, predict the reactants needed to synthesize it. The reactants are: [F:1][C:2]12[CH2:7][C:5]([C:8]([O:10]C)=[O:9])([CH2:6]1)[N:4](C)[CH2:3]2.Cl.